From a dataset of Forward reaction prediction with 1.9M reactions from USPTO patents (1976-2016). Predict the product of the given reaction. (1) Given the reactants [OH2:1].[CH3:2][O:3][C:4]([C:6]1[S:7][C:8]([C:28]2[CH:33]=[CH:32][CH:31]=[CH:30][CH:29]=2)=[CH:9][C:10]=1[N:11]([C:19]([CH:21]1[CH2:26][CH2:25][CH:24]([CH3:27])[CH2:23][CH2:22]1)=[O:20])[CH:12]1[CH2:17][CH2:16][C:15](=[CH2:18])[CH2:14][CH2:13]1)=[O:5].[OH-].[Na+].[BH4-].[Na+], predict the reaction product. The product is: [CH3:2][O:3][C:4]([C:6]1[S:7][C:8]([C:28]2[CH:29]=[CH:30][CH:31]=[CH:32][CH:33]=2)=[CH:9][C:10]=1[N:11]([CH:12]1[CH2:17][CH2:16][C:15]([OH:1])([CH3:18])[CH2:14][CH2:13]1)[C:19]([C@H:21]1[CH2:26][CH2:25][C@@H:24]([CH3:27])[CH2:23][CH2:22]1)=[O:20])=[O:5].[CH3:2][O:3][C:4]([C:6]1[S:7][C:8]([C:28]2[CH:29]=[CH:30][CH:31]=[CH:32][CH:33]=2)=[CH:9][C:10]=1[N:11]([CH:12]1[CH2:17][CH2:16][C:15]([OH:1])([CH3:18])[CH2:14][CH2:13]1)[C:19]([C@H:21]1[CH2:26][CH2:25][C@H:24]([CH3:27])[CH2:23][CH2:22]1)=[O:20])=[O:5]. (2) The product is: [C:1]([O:5][C:6]([N:8]1[CH2:11][CH:10]([C:12]2[CH:17]=[CH:16][C:15]([CH:18]=[N:21][OH:22])=[CH:14][CH:13]=2)[CH2:9]1)=[O:7])([CH3:4])([CH3:3])[CH3:2]. Given the reactants [C:1]([O:5][C:6]([N:8]1[CH2:11][CH:10]([C:12]2[CH:17]=[CH:16][C:15]([CH:18]=O)=[CH:14][CH:13]=2)[CH2:9]1)=[O:7])([CH3:4])([CH3:3])[CH3:2].Cl.[NH2:21][OH:22].C([O-])(=O)C.[Na+].C(OCC)(=O)C, predict the reaction product. (3) Given the reactants C(=O)([O-])[O-].[K+].[K+].[F:7][C:8]1[CH:13]=[C:12](F)[C:11]([F:15])=[CH:10][C:9]=1[N+:16]([O-:18])=[O:17].[CH2:19]([OH:26])[C:20]1[CH:25]=[CH:24][CH:23]=[CH:22][CH:21]=1.O, predict the reaction product. The product is: [CH2:19]([O:26][C:12]1[CH:13]=[C:8]([F:7])[C:9]([N+:16]([O-:18])=[O:17])=[CH:10][C:11]=1[F:15])[C:20]1[CH:25]=[CH:24][CH:23]=[CH:22][CH:21]=1. (4) Given the reactants Br[C:2]1[CH:3]=[N:4][CH:5]=[C:6]([Br:8])[CH:7]=1.[Cl:9][C:10]1[C:15]([F:16])=[CH:14][CH:13]=[CH:12][C:11]=1B(O)O, predict the reaction product. The product is: [Br:8][C:6]1[CH:5]=[N:4][CH:3]=[C:2]([C:11]2[CH:12]=[CH:13][CH:14]=[C:15]([F:16])[C:10]=2[Cl:9])[CH:7]=1. (5) Given the reactants [H-].[Na+].[N:3]1([CH2:8][CH2:9][CH2:10][CH2:11][C:12]2[CH:17]=[CH:16][C:15]([OH:18])=[CH:14][CH:13]=2)[CH:7]=[CH:6][N:5]=[N:4]1.Cl[CH2:20][C:21]1[CH:22]=[CH:23][C:24]([C:27]2[CH:32]=[CH:31][C:30]([C:33]([F:36])([F:35])[F:34])=[CH:29][CH:28]=2)=[N:25][CH:26]=1.O, predict the reaction product. The product is: [N:3]1([CH2:8][CH2:9][CH2:10][CH2:11][C:12]2[CH:13]=[CH:14][C:15]([O:18][CH2:20][C:21]3[CH:22]=[CH:23][C:24]([C:27]4[CH:28]=[CH:29][C:30]([C:33]([F:36])([F:34])[F:35])=[CH:31][CH:32]=4)=[N:25][CH:26]=3)=[CH:16][CH:17]=2)[CH:7]=[CH:6][N:5]=[N:4]1.